The task is: Predict which catalyst facilitates the given reaction.. This data is from Catalyst prediction with 721,799 reactions and 888 catalyst types from USPTO. (1) Reactant: O=[C:2]1[C:15]2[C:10](=[CH:11][CH:12]=[C:13]([C:16]3[CH:17]=[C:18]([CH:21]=[CH:22][CH:23]=3)[C:19]#[N:20])[CH:14]=2)[C:4]2([CH2:9][CH2:8][O:7][CH2:6][CH2:5]2)[CH2:3]1.C[Si]([N:28]=[C:29]=[N:30][Si](C)(C)C)(C)C. Product: [C:19]([C:18]1[CH:17]=[C:16]([C:13]2[CH:14]=[C:15]3[C:10](=[CH:11][CH:12]=2)[C:4]2([CH2:5][CH2:6][O:7][CH2:8][CH2:9]2)[CH2:3][C:2]3=[N:30][C:29]#[N:28])[CH:23]=[CH:22][CH:21]=1)#[N:20]. The catalyst class is: 388. (2) Reactant: [OH:1][C@H:2]1[CH2:6][N:5]([C:7](=[O:33])[C@@H:8]([NH:13][C:14](=[O:32])[CH2:15][O:16][CH2:17][CH2:18][CH2:19][CH2:20][CH2:21][NH:22][C:23]2[CH:31]=[CH:30][C:26]([C:27](O)=[O:28])=[CH:25][CH:24]=2)[C:9]([CH3:12])([CH3:11])[CH3:10])[C@H:4]([C:34](=[O:50])[NH:35][C@H:36]([C:38]2[CH:43]=[CH:42][C:41]([C:44]3[S:48][CH:47]=[N:46][C:45]=3[CH3:49])=[CH:40][CH:39]=2)[CH3:37])[CH2:3]1.CN(C(ON1N=NC2C=CC=NC1=2)=[N+](C)C)C.F[P-](F)(F)(F)(F)F.C(N(C(C)C)CC)(C)C.Cl.[NH2:85][C@H:86]1[C:89]([CH3:91])([CH3:90])[C@H:88]([O:92][C:93]2[CH:100]=[CH:99][C:96]([C:97]#[N:98])=[C:95]([Cl:101])[CH:94]=2)[C:87]1([CH3:103])[CH3:102]. Product: [Cl:101][C:95]1[CH:94]=[C:93]([CH:100]=[CH:99][C:96]=1[C:97]#[N:98])[O:92][C@H:88]1[C:89]([CH3:91])([CH3:90])[C@H:86]([NH:85][C:27]([C:26]2[CH:25]=[CH:24][C:23]([NH:22][CH2:21][CH2:20][CH2:19][CH2:18][CH2:17][O:16][CH2:15][C:14]([NH:13][C@@H:8]([C:9]([CH3:10])([CH3:11])[CH3:12])[C:7]([N:5]3[CH2:6][C@H:2]([OH:1])[CH2:3][C@H:4]3[C:34]([NH:35][C@H:36]([C:38]3[CH:39]=[CH:40][C:41]([C:44]4[S:48][CH:47]=[N:46][C:45]=4[CH3:49])=[CH:42][CH:43]=3)[CH3:37])=[O:50])=[O:33])=[O:32])=[CH:31][CH:30]=2)=[O:28])[C:87]1([CH3:102])[CH3:103]. The catalyst class is: 2. (3) Reactant: [N:1]12[CH2:8][CH2:7][C:4]([C:9]([C:17]3[CH:22]=[CH:21][CH:20]=[CH:19][CH:18]=3)([C:11]3[CH:16]=[CH:15][CH:14]=[CH:13][CH:12]=3)[OH:10])([CH2:5][CH2:6]1)[CH2:3][CH2:2]2.[Br:23][CH2:24][CH2:25][CH3:26]. Product: [Br-:23].[OH:10][C:9]([C:17]1[CH:22]=[CH:21][CH:20]=[CH:19][CH:18]=1)([C:11]1[CH:12]=[CH:13][CH:14]=[CH:15][CH:16]=1)[C:4]12[CH2:5][CH2:6][N+:1]([CH2:24][CH2:25][CH3:26])([CH2:2][CH2:3]1)[CH2:8][CH2:7]2. The catalyst class is: 23. (4) Reactant: [NH:1]1[CH:5]=[N:4][C:3]([C:6]2[CH:11]=[CH:10][CH:9]=[CH:8][N:7]=2)=[N:2]1.C(=O)([O-])[O-].[K+].[K+].[Cl:18][C:19]1[CH:24]=[CH:23][CH:22]=[C:21](F)[CH:20]=1. The catalyst class is: 3. Product: [Cl:18][C:19]1[CH:20]=[C:21]([N:1]2[CH:5]=[N:4][C:3]([C:6]3[CH:11]=[CH:10][CH:9]=[CH:8][N:7]=3)=[N:2]2)[CH:22]=[CH:23][CH:24]=1. (5) Reactant: [NH2:1][C:2]1[N:6]([C:7]2[C:12]([Cl:13])=[CH:11][C:10]([C:14]([F:17])([F:16])[F:15])=[CH:9][C:8]=2[Cl:18])[N:5]=[C:4]([C:19]#[N:20])[C:3]=1[CH:21]1[S:25][CH2:24][CH2:23][S:22]1.[CH2:26](OC=C)C.[BH4-].[Na+]. Product: [Cl:18][C:8]1[CH:9]=[C:10]([C:14]([F:17])([F:15])[F:16])[CH:11]=[C:12]([Cl:13])[C:7]=1[N:6]1[C:2]([NH:1][CH3:26])=[C:3]([CH:21]2[S:22][CH2:23][CH2:24][S:25]2)[C:4]([C:19]#[N:20])=[N:5]1. The catalyst class is: 815.